Task: Predict the product of the given reaction.. Dataset: Forward reaction prediction with 1.9M reactions from USPTO patents (1976-2016) Given the reactants [F:1][C:2]1([F:19])[CH2:7][CH2:6][CH:5]([CH2:8][CH2:9][C:10]([C:12]2([C:15]([F:18])([F:17])[F:16])[CH2:14][CH2:13]2)=[O:11])[CH2:4][CH2:3]1.C1CCN2C(=NCCC2)CC1.Cl[Si:32]([CH2:37][CH3:38])([CH2:35][CH3:36])[CH2:33][CH3:34], predict the reaction product. The product is: [F:1][C:2]1([F:19])[CH2:3][CH2:4][CH:5]([CH2:8][CH:9]=[C:10]([C:12]2([C:15]([F:16])([F:17])[F:18])[CH2:13][CH2:14]2)[O:11][Si:32]([CH2:37][CH3:38])([CH2:35][CH3:36])[CH2:33][CH3:34])[CH2:6][CH2:7]1.